Dataset: Forward reaction prediction with 1.9M reactions from USPTO patents (1976-2016). Task: Predict the product of the given reaction. (1) Given the reactants C([Mg]Cl)(C)C.I[C:7]1[CH:14]=[CH:13][C:10]([C:11]#[N:12])=[CH:9][CH:8]=1.[O:15]1[CH2:20][CH2:19][C:18](=[O:21])[CH2:17][CH2:16]1.[Cl-].[NH4+], predict the reaction product. The product is: [OH:21][C:18]1([C:7]2[CH:14]=[CH:13][C:10]([C:11]#[N:12])=[CH:9][CH:8]=2)[CH2:19][CH2:20][O:15][CH2:16][CH2:17]1. (2) The product is: [Cl:9][C:4]1[CH:3]=[C:2]([NH2:1])[CH:7]=[C:6]([C:13]2[CH:12]=[C:11]([Cl:10])[CH:16]=[CH:15][C:14]=2[O:20][CH3:21])[N:5]=1. Given the reactants [NH2:1][C:2]1[CH:7]=[C:6](Cl)[N:5]=[C:4]([Cl:9])[CH:3]=1.[Cl:10][C:11]1[CH:12]=[CH:13][C:14]([O:20][CH3:21])=[C:15](B(O)O)[CH:16]=1.[F-].[Cs+].C1(P(C2C=CC=CC=2)C2C=CC=CC=2)C=CC=CC=1, predict the reaction product. (3) Given the reactants Cl.[NH2:2][CH2:3][C@@H:4]([C:6]1[C:14]2[S:13][C:12](=[O:15])[NH:11][C:10]=2[C:9]([OH:16])=[CH:8][CH:7]=1)[OH:5].[CH3:17][C:18]([C:36]1[CH:41]=[CH:40][CH:39]=[CH:38][CH:37]=1)([CH3:35])[CH2:19][N:20]([CH2:28][CH2:29][CH2:30][S:31][CH2:32][CH:33]=O)[C:21](=[O:27])[O:22][C:23]([CH3:26])([CH3:25])[CH3:24], predict the reaction product. The product is: [CH3:35][C:18]([C:36]1[CH:37]=[CH:38][CH:39]=[CH:40][CH:41]=1)([CH3:17])[CH2:19][N:20]([CH2:28][CH2:29][CH2:30][S:31][CH2:32][CH2:33][NH:2][CH2:3][C@H:4]([OH:5])[C:6]1[C:14]2[S:13][C:12](=[O:15])[NH:11][C:10]=2[C:9]([OH:16])=[CH:8][CH:7]=1)[C:21](=[O:27])[O:22][C:23]([CH3:24])([CH3:25])[CH3:26].